Dataset: Peptide-MHC class II binding affinity with 134,281 pairs from IEDB. Task: Regression. Given a peptide amino acid sequence and an MHC pseudo amino acid sequence, predict their binding affinity value. This is MHC class II binding data. (1) The peptide sequence is VLLKIKKGQVFEEYL. The MHC is DRB1_0101 with pseudo-sequence DRB1_0101. The binding affinity (normalized) is 0.438. (2) The peptide sequence is QAVELTARLNSLGEA. The MHC is DRB1_1201 with pseudo-sequence DRB1_1201. The binding affinity (normalized) is 0.384. (3) The peptide sequence is ASEVFKAVEAYLVAH. The MHC is DRB1_0901 with pseudo-sequence DRB1_0901. The binding affinity (normalized) is 0.824. (4) The peptide sequence is RYANPIAFFRKEPLK. The MHC is DRB1_0301 with pseudo-sequence DRB1_0301. The binding affinity (normalized) is 0.363.